From a dataset of Catalyst prediction with 721,799 reactions and 888 catalyst types from USPTO. Predict which catalyst facilitates the given reaction. Reactant: [F:1][C:2]1[CH:7]=[C:6]([N+:8]([O-:10])=[O:9])[CH:5]=[CH:4][C:3]=1[N:11]1[CH2:16][C@@H:15]([CH3:17])[NH:14][CH2:13][C@@H:12]1[CH3:18].C=O.[BH3-][C:22]#N.[Na+].C(O)(=O)C. Product: [F:1][C:2]1[CH:7]=[C:6]([N+:8]([O-:10])=[O:9])[CH:5]=[CH:4][C:3]=1[N:11]1[CH2:16][C@@H:15]([CH3:17])[N:14]([CH3:22])[CH2:13][C@@H:12]1[CH3:18]. The catalyst class is: 10.